This data is from Forward reaction prediction with 1.9M reactions from USPTO patents (1976-2016). The task is: Predict the product of the given reaction. (1) Given the reactants [Cl:1][C:2]1[N:7]=[C:6]([CH2:8][C:9]([C:11]2[C:12]([F:24])=[C:13]([NH:17][C:18](=[O:23])[O:19][CH2:20][CH:21]=[CH2:22])[CH:14]=[CH:15][CH:16]=2)=O)[CH:5]=[CH:4][N:3]=1.C1C(=O)N(Br)C(=O)C1.[CH3:33][C:34]([CH3:39])([CH3:38])[C:35](=[S:37])[NH2:36].O, predict the reaction product. The product is: [Cl:1][C:2]1[N:7]=[C:6]([C:8]2[S:37][C:35]([C:34]([CH3:39])([CH3:38])[CH3:33])=[N:36][C:9]=2[C:11]2[C:12]([F:24])=[C:13]([NH:17][C:18](=[O:23])[O:19][CH2:20][CH:21]=[CH2:22])[CH:14]=[CH:15][CH:16]=2)[CH:5]=[CH:4][N:3]=1. (2) Given the reactants Br.Cl[CH2:3][CH2:4][CH2:5][O:6][C:7]1[CH:12]=[CH:11][C:10]([C:13]2[N:14]=[C:15]3[CH:20]=[C:19]([CH3:21])[CH:18]=[CH:17][N:16]3[CH:22]=2)=[CH:9][C:8]=1[O:23][CH3:24].[NH:25]1[CH2:30][CH2:29][CH2:28][CH2:27][CH2:26]1, predict the reaction product. The product is: [N:25]1([CH2:3][CH2:4][CH2:5][O:6][C:7]2[CH:12]=[CH:11][C:10]([C:13]3[N:14]=[C:15]4[CH:20]=[C:19]([CH3:21])[CH:18]=[CH:17][N:16]4[CH:22]=3)=[CH:9][C:8]=2[O:23][CH3:24])[CH2:30][CH2:29][CH2:28][CH2:27][CH2:26]1. (3) Given the reactants [CH:1]1([CH2:4][O:5][C:6]2[N:11]=[C:10]([C:12]([OH:14])=O)[CH:9]=[N:8][C:7]=2[N:15]2[CH2:18][C:17]([F:20])([F:19])[CH2:16]2)[CH2:3][CH2:2]1.[C:21]([NH:25][CH2:26][CH2:27][O:28][CH3:29])([CH3:24])([CH3:23])[CH3:22], predict the reaction product. The product is: [C:21]([N:25]([CH2:26][CH2:27][O:28][CH3:29])[C:12]([C:10]1[CH:9]=[N:8][C:7]([N:15]2[CH2:18][C:17]([F:20])([F:19])[CH2:16]2)=[C:6]([O:5][CH2:4][CH:1]2[CH2:2][CH2:3]2)[N:11]=1)=[O:14])([CH3:24])([CH3:23])[CH3:22]. (4) Given the reactants Cl[C:2]1[CH:7]=[CH:6][CH:5]=[CH:4][N:3]=1.[CH2:8]([CH2:10][NH2:11])[OH:9], predict the reaction product. The product is: [N:3]1[CH:4]=[CH:5][CH:6]=[CH:7][C:2]=1[O:9][CH2:8][CH2:10][NH2:11]. (5) Given the reactants [N+:1]([C:4]1[CH:15]=[CH:14][C:7]([CH2:8][NH:9][S:10]([CH3:13])(=[O:12])=[O:11])=[CH:6][CH:5]=1)([O-])=O.[H][H], predict the reaction product. The product is: [NH2:1][C:4]1[CH:15]=[CH:14][C:7]([CH2:8][NH:9][S:10]([CH3:13])(=[O:12])=[O:11])=[CH:6][CH:5]=1.